Task: Predict the reactants needed to synthesize the given product.. Dataset: Full USPTO retrosynthesis dataset with 1.9M reactions from patents (1976-2016) (1) Given the product [Br:26][C:27]1[CH:28]=[C:29]([C:30]([O:32][CH3:33])=[O:31])[CH:34]=[C:35]2[C:36]=1[NH:37][CH:38]=[CH:39][C:44]2=[O:45], predict the reactants needed to synthesize it. The reactants are: C1C=CC(C2C=CC=CC=2)=CC=1.C1C=CC(OC2C=CC=CC=2)=CC=1.[Br:26][C:27]1[CH:28]=[C:29]([CH:34]=[CH:35][C:36]=1[NH:37][CH:38]=[C:39]1[C:44](=[O:45])OC(C)(C)OC1=O)[C:30]([O:32][CH3:33])=[O:31]. (2) Given the product [F:1][C:2]1[CH:3]=[C:4]([C:17](=[N:26][OH:27])[CH3:18])[C:5]2[N:9]=[CH:8][NH:7][C:6]=2[CH:16]=1, predict the reactants needed to synthesize it. The reactants are: [F:1][C:2]1[CH:3]=[C:4]([C:17](=O)[CH3:18])[C:5]2[N:9]=[CH:8][N:7](C3CCCCO3)[C:6]=2[CH:16]=1.CC([O-])=O.[Na+].Cl.[NH2:26][OH:27]. (3) The reactants are: [CH:1]1([NH2:6])[CH2:5][CH2:4][CH2:3][CH2:2]1.CCN(C(C)C)C(C)C.[Cl:16][C:17]1[N:22]=[C:21](Cl)[CH:20]=[C:19]([C:24]2[C:25]([CH3:30])=[N:26][O:27][C:28]=2[CH3:29])[N:18]=1. Given the product [Cl:16][C:17]1[N:22]=[C:21]([NH:6][CH:1]2[CH2:5][CH2:4][CH2:3][CH2:2]2)[CH:20]=[C:19]([C:24]2[C:25]([CH3:30])=[N:26][O:27][C:28]=2[CH3:29])[N:18]=1, predict the reactants needed to synthesize it. (4) Given the product [C:1]([O:5][C:6]([NH:8][C:9]1[CH:14]=[CH:13][CH:12]=[CH:11][C:10]=1[CH2:15][C@@H:16]([OH:31])[C:17]([O:19][CH2:20][CH3:21])=[O:18])=[O:7])([CH3:4])([CH3:3])[CH3:2], predict the reactants needed to synthesize it. The reactants are: [C:1]([O:5][C:6]([NH:8][C:9]1[CH:14]=[CH:13][CH:12]=[CH:11][C:10]=1/[CH:15]=[CH:16]/[C:17]([O:19][CH2:20][CH3:21])=[O:18])=[O:7])([CH3:4])([CH3:3])[CH3:2].C(O)(=[O:31])C=CC1C=CC=CC=1.